From a dataset of Catalyst prediction with 721,799 reactions and 888 catalyst types from USPTO. Predict which catalyst facilitates the given reaction. Reactant: [C-:1]#[N:2].[Na+].[NH2:4][C:5]1[CH:10]=[CH:9][C:8]([OH:11])=[CH:7][C:6]=1[F:12].[C:13]1(=O)[CH2:16][CH2:15][CH2:14]1. Product: [F:12][C:6]1[CH:7]=[C:8]([OH:11])[CH:9]=[CH:10][C:5]=1[NH:4][C:13]1([C:1]#[N:2])[CH2:16][CH2:15][CH2:14]1. The catalyst class is: 15.